From a dataset of hERG Central: cardiac toxicity at 1µM, 10µM, and general inhibition. Predict hERG channel inhibition at various concentrations. (1) The compound is COC(=O)c1cc(C(=O)N2CCN(c3cccc(Cl)c3)CC2)cc([N+](=O)[O-])c1. Results: hERG_inhib (hERG inhibition (general)): blocker. (2) The molecule is COc1ccc(CN2CCN(Cc3ccc(Br)cc3)CC2)c(OC)c1OC.O=C(O)C(=O)O. Results: hERG_inhib (hERG inhibition (general)): blocker.